Dataset: Forward reaction prediction with 1.9M reactions from USPTO patents (1976-2016). Task: Predict the product of the given reaction. (1) Given the reactants [CH2:1]([N:8]([CH2:28][C:29]1[CH:34]=[CH:33][CH:32]=[CH:31][CH:30]=1)[C@H:9]1[CH2:18][C:17]2[C:12](=[CH:13][CH:14]=[CH:15][C:16]=2B2OC(C)(C)C(C)(C)O2)[O:11][CH2:10]1)[C:2]1[CH:7]=[CH:6][CH:5]=[CH:4][CH:3]=1.Cl[C:36]1[CH:41]=[N:40][CH:39]=[C:38]([CH3:42])[N:37]=1, predict the reaction product. The product is: [CH2:28]([N:8]([CH2:1][C:2]1[CH:7]=[CH:6][CH:5]=[CH:4][CH:3]=1)[C@H:9]1[CH2:18][C:17]2[C:12](=[CH:13][CH:14]=[CH:15][C:16]=2[C:36]2[CH:41]=[N:40][CH:39]=[C:38]([CH3:42])[N:37]=2)[O:11][CH2:10]1)[C:29]1[CH:30]=[CH:31][CH:32]=[CH:33][CH:34]=1. (2) Given the reactants C([O:3][C:4](=[O:37])[CH2:5][C:6]1[CH:11]=[CH:10][C:9]([C:12]2[CH:17]=[CH:16][C:15]([N:18]3[C:22]([NH:23][C:24]([O:26][C@@H:27]([C:29]4[CH:34]=[CH:33][CH:32]=[CH:31][CH:30]=4)[CH3:28])=[O:25])=[C:21]([CH2:35][CH3:36])[N:20]=[N:19]3)=[CH:14][CH:13]=2)=[CH:8][CH:7]=1)C.[OH-].[Na+], predict the reaction product. The product is: [CH2:35]([C:21]1[N:20]=[N:19][N:18]([C:15]2[CH:16]=[CH:17][C:12]([C:9]3[CH:10]=[CH:11][C:6]([CH2:5][C:4]([OH:37])=[O:3])=[CH:7][CH:8]=3)=[CH:13][CH:14]=2)[C:22]=1[NH:23][C:24]([O:26][C@@H:27]([C:29]1[CH:30]=[CH:31][CH:32]=[CH:33][CH:34]=1)[CH3:28])=[O:25])[CH3:36]. (3) Given the reactants [F:1][C:2]([F:16])([F:15])[C:3]1[CH:4]=[C:5]([CH:8]=[C:9]([C:11]([F:14])([F:13])[F:12])[CH:10]=1)[CH:6]=O.[CH3:17][O:18][CH2:19][CH2:20][NH2:21].C(O)(=O)C.C(O[BH-](OC(=O)C)OC(=O)C)(=O)C.[Na+], predict the reaction product. The product is: [F:1][C:2]([F:16])([F:15])[C:3]1[CH:4]=[C:5]([CH:8]=[C:9]([C:11]([F:14])([F:13])[F:12])[CH:10]=1)[CH2:6][NH:21][CH2:20][CH2:19][O:18][CH3:17]. (4) Given the reactants [CH2:1]([C:3]1[CH:8]=[C:7]([O:9][CH2:10][CH2:11][CH:12]([C:17]2[S:18][C:19]3[CH:26]=[C:25]([C:27]([F:30])([F:29])[F:28])[CH:24]=[CH:23][C:20]=3[C:21]=2[CH3:22])[CH2:13][CH2:14][CH2:15][CH3:16])[CH:6]=[CH:5][C:4]=1[O:31][CH2:32][C:33]([O:35]CC)=[O:34])[CH3:2].[OH-].[Na+], predict the reaction product. The product is: [CH2:1]([C:3]1[CH:8]=[C:7]([O:9][CH2:10][CH2:11][CH:12]([C:17]2[S:18][C:19]3[CH:26]=[C:25]([C:27]([F:28])([F:30])[F:29])[CH:24]=[CH:23][C:20]=3[C:21]=2[CH3:22])[CH2:13][CH2:14][CH2:15][CH3:16])[CH:6]=[CH:5][C:4]=1[O:31][CH2:32][C:33]([OH:35])=[O:34])[CH3:2]. (5) Given the reactants [Cl:1][C:2]1[CH:7]=[CH:6][CH:5]=[CH:4][C:3]=1[S:8]([NH:11][CH2:12][CH:13]([CH3:15])[CH3:14])(=[O:10])=[O:9].[Br:16][C:17]1[CH:24]=[CH:23][C:20]([CH2:21]Br)=[C:19]([F:25])[CH:18]=1.C(=O)([O-])[O-].[Cs+].[Cs+], predict the reaction product. The product is: [Br:16][C:17]1[CH:24]=[CH:23][C:20]([CH2:21][N:11]([CH2:12][CH:13]([CH3:15])[CH3:14])[S:8]([C:3]2[CH:4]=[CH:5][CH:6]=[CH:7][C:2]=2[Cl:1])(=[O:9])=[O:10])=[C:19]([F:25])[CH:18]=1. (6) The product is: [Si:1]([O:8][C:9]1[CH:14]=[C:13]([CH3:15])[C:12]([C:16]2[CH:21]=[CH:20][CH:19]=[C:18]([CH2:22][OH:23])[CH:17]=2)=[C:11]([CH3:24])[CH:10]=1)([C:4]([CH3:5])([CH3:7])[CH3:6])([CH3:3])[CH3:2]. Given the reactants [Si:1]([O:8][C:9]1[CH:14]=[C:13]([CH3:15])[C:12]([C:16]2[CH:21]=[CH:20][CH:19]=[C:18]([CH:22]=[O:23])[CH:17]=2)=[C:11]([CH3:24])[CH:10]=1)([C:4]([CH3:7])([CH3:6])[CH3:5])([CH3:3])[CH3:2].[BH4-].[Na+].CC(C)=O, predict the reaction product. (7) Given the reactants CN(C(ON1N=NC2C=CC=NC1=2)=[N+](C)C)C.F[P-](F)(F)(F)(F)F.[Cl:25][C:26]1[N:30]2[CH:31]=[C:32]([C:39]3[O:40][CH:41]=[CH:42][CH:43]=3)[CH:33]=[C:34]([C:35]([F:38])([F:37])[F:36])[C:29]2=[N:28][C:27]=1[C:44](O)=[O:45].[O:47]1[CH2:52][CH2:51][N:50]([C:53]2[CH:54]=[C:55]([CH2:59][NH2:60])[CH:56]=[CH:57][CH:58]=2)[CH2:49][CH2:48]1, predict the reaction product. The product is: [N:50]1([C:53]2[CH:54]=[C:55]([CH:56]=[CH:57][CH:58]=2)[CH2:59][NH:60][C:44]([C:27]2[N:28]=[C:29]3[C:34]([C:35]([F:38])([F:37])[F:36])=[CH:33][C:32]([C:39]4[O:40][CH:41]=[CH:42][CH:43]=4)=[CH:31][N:30]3[C:26]=2[Cl:25])=[O:45])[CH2:51][CH2:52][O:47][CH2:48][CH2:49]1.